Dataset: Reaction yield outcomes from USPTO patents with 853,638 reactions. Task: Predict the reaction yield, written as a fraction of the theoretical maximum amount of product (1.0 means a 100% yield; for example, 0.34 means a 34% yield). (1) The reactants are [C:1]([C:4]1[CH:9]=[CH:8][CH:7]=[CH:6][C:5]=1[S:10][C:11]1[CH:19]=[C:18]([CH3:20])[CH:17]=[CH:16][C:12]=1[C:13](O)=[O:14])(O)=[O:2].S(C1C=CC=CC=1C(OC)=O)C1C=CC=CC=1C(OC)=O. No catalyst specified. The product is [OH:14][CH2:13][C:12]1[CH:16]=[CH:17][C:18]([CH3:20])=[CH:19][C:11]=1[S:10][C:5]1[CH:6]=[CH:7][CH:8]=[CH:9][C:4]=1[CH2:1][OH:2]. The yield is 0.800. (2) The product is [C:1]([O:5][C:6]([NH:8][C:9]1[CH2:10][C:11]([C:33]([OH:35])=[O:34])=[CH:12][C:13]2[CH:19]=[CH:18][C:17]([C:20]3[CH:21]=[CH:22][C:23]([C:26]([N:28]4[CH2:29][CH2:30][CH2:31][CH2:32]4)=[O:27])=[CH:24][CH:25]=3)=[CH:16][C:14]=2[N:15]=1)=[O:7])([CH3:4])([CH3:2])[CH3:3]. The catalyst is C1COCC1.CCO.O. The reactants are [C:1]([O:5][C:6]([NH:8][C:9]1[CH2:10][C:11]([C:33]([O:35]CC)=[O:34])=[CH:12][C:13]2[CH:19]=[CH:18][C:17]([C:20]3[CH:25]=[CH:24][C:23]([C:26]([N:28]4[CH2:32][CH2:31][CH2:30][CH2:29]4)=[O:27])=[CH:22][CH:21]=3)=[CH:16][C:14]=2[N:15]=1)=[O:7])([CH3:4])([CH3:3])[CH3:2].[Li+].[OH-].P(=O)(O)(O)O.C(Cl)Cl. The yield is 0.900. (3) The catalyst is C1COCC1. The product is [CH3:44][C:45]1([CH3:52])[O:49][CH:48]([CH2:50][O:34][C:35]2[CH:40]=[CH:39][C:38]([C:41](=[O:43])[CH3:42])=[CH:37][CH:36]=2)[CH2:47][O:46]1. The reactants are C1(P(C2C=CC=CC=2)C2C=CC=CC=2)C=CC=CC=1.N(C(OC(C)C)=O)=NC(OC(C)C)=O.[OH:34][C:35]1[CH:40]=[CH:39][C:38]([C:41](=[O:43])[CH3:42])=[CH:37][CH:36]=1.[CH3:44][C:45]1([CH3:52])[O:49][CH:48]([CH2:50]O)[CH2:47][O:46]1. The yield is 0.830. (4) The reactants are Cl.[CH3:2][O:3][C:4](=[O:17])[C@@H:5]([CH2:7][C:8]1[C:16]2[C:11](=[CH:12][CH:13]=[CH:14][CH:15]=2)[NH:10][CH:9]=1)[NH2:6].[CH:18]1[C:23]([CH:24]=O)=[CH:22][C:21]2[O:26][CH2:27][O:28][C:20]=2[CH:19]=1. The catalyst is C(O)(C)C. The product is [CH3:2][O:3][C:4]([C@H:5]1[NH:6][C@@H:24]([C:23]2[CH:18]=[CH:19][C:20]3[O:28][CH2:27][O:26][C:21]=3[CH:22]=2)[C:9]2[NH:10][C:11]3[C:16]([C:8]=2[CH2:7]1)=[CH:15][CH:14]=[CH:13][CH:12]=3)=[O:17]. The yield is 0.920. (5) The reactants are [Cl:1][C:2]1[S:6][C:5]([S:7]([NH:10][C:11]2[C:19]3[C:14](=[CH:15][CH:16]=[CH:17][C:18]=3[O:20][CH3:21])[N:13]([CH2:22][C:23]3[CH:28]=[CH:27][CH:26]=[C:25]([C:29]#[N:30])[CH:24]=3)[N:12]=2)(=[O:9])=[O:8])=[CH:4][CH:3]=1.[H-].[Al+3].[Li+].[H-].[H-].[H-].CCOCC. The catalyst is C1COCC1. The product is [ClH:1].[NH2:30][CH2:29][C:25]1[CH:24]=[C:23]([CH2:22][N:13]2[C:14]3[C:19](=[C:18]([O:20][CH3:21])[CH:17]=[CH:16][CH:15]=3)[C:11]([NH:10][S:7]([C:5]3[S:6][C:2]([Cl:1])=[CH:3][CH:4]=3)(=[O:9])=[O:8])=[N:12]2)[CH:28]=[CH:27][CH:26]=1. The yield is 0.770. (6) The reactants are [CH2:1]([O:8][C:9]1[CH:14]=[C:13]([N+:15]([O-])=O)[CH:12]=[C:11]([Br:18])[CH:10]=1)[C:2]1[CH:7]=[CH:6][CH:5]=[CH:4][CH:3]=1.C([O-])(O)=O.[Na+]. The catalyst is C1COCC1. The product is [CH2:1]([O:8][C:9]1[CH:14]=[C:13]([CH:12]=[C:11]([Br:18])[CH:10]=1)[NH2:15])[C:2]1[CH:3]=[CH:4][CH:5]=[CH:6][CH:7]=1. The yield is 0.970. (7) The reactants are [OH:1][N:2]=[C:3](Cl)[C:4]1[CH:9]=[CH:8][CH:7]=[C:6]([C:10]([F:13])([F:12])[F:11])[CH:5]=1.[C:15]([O:19][CH3:20])(=[O:18])[CH:16]=[CH2:17]. The catalyst is C(Cl)Cl. The product is [F:11][C:10]([F:13])([F:12])[C:6]1[CH:5]=[C:4]([C:3]2[CH2:17][CH:16]([C:15]([O:19][CH3:20])=[O:18])[O:1][N:2]=2)[CH:9]=[CH:8][CH:7]=1. The yield is 1.00. (8) The reactants are [C:1]([O:5][C:6]([N:8]1[CH2:13][CH2:12][O:11][CH2:10][CH:9]1[CH2:14][OH:15])=[O:7])([CH3:4])([CH3:3])[CH3:2].[H-].[Na+].[N+](C1C=CC([O:27][C:28]([N:30]2[CH2:35][CH2:34][N:33]([C:36]3[CH:41]=[CH:40][C:39]([F:42])=[CH:38][C:37]=3[F:43])[CH2:32][CH2:31]2)=O)=CC=1)([O-])=O. The catalyst is C1COCC1. The product is [C:1]([O:5][C:6]([N:8]1[CH2:13][CH2:12][O:11][CH2:10][CH:9]1[CH2:14][O:15][C:28]([N:30]1[CH2:31][CH2:32][N:33]([C:36]2[CH:41]=[CH:40][C:39]([F:42])=[CH:38][C:37]=2[F:43])[CH2:34][CH2:35]1)=[O:27])=[O:7])([CH3:4])([CH3:3])[CH3:2]. The yield is 0.340. (9) The reactants are C(OC([N:8]1[C:12]2[CH:13]=[CH:14][CH:15]=[CH:16][C:11]=2[N:10]=[C:9]1[CH2:17][NH:18][CH:19]1[C:28]2[N:27]=[CH:26][CH:25]=[CH:24][C:23]=2[CH2:22][CH2:21][CH2:20]1)=O)(C)(C)C.C(OC(=O)[NH:35][CH2:36][CH2:37][CH:38]=O)(C)(C)C.[BH-](OC(C)=O)(OC(C)=O)OC(C)=O.[Na+].CC(O)=O. The catalyst is C1COCC1. The product is [NH:8]1[C:12]2[CH:13]=[CH:14][CH:15]=[CH:16][C:11]=2[N:10]=[C:9]1[CH2:17][N:18]([CH:19]1[C:28]2[N:27]=[CH:26][CH:25]=[CH:24][C:23]=2[CH2:22][CH2:21][CH2:20]1)[CH2:38][CH2:37][CH2:36][NH2:35]. The yield is 0.750. (10) The reactants are Cl[C:2]1[C:7]2[CH:8]=[C:9]([C:11]([O:13][CH3:14])=[O:12])[NH:10][C:6]=2[CH:5]=[CH:4][N:3]=1.[CH3:15][O:16][C:17]1[CH:18]=[C:19](B(O)O)[CH:20]=[CH:21][CH:22]=1.CC(C1C=C(C(C)C)C(C2C=CC=CC=2P(C2CCCCC2)C2CCCCC2)=C(C(C)C)C=1)C.[F-].[K+]. The catalyst is O1CCOCC1.CC([O-])=O.CC([O-])=O.[Pd+2]. The product is [CH3:15][O:16][C:17]1[CH:22]=[C:21]([C:2]2[C:7]3[CH:8]=[C:9]([C:11]([O:13][CH3:14])=[O:12])[NH:10][C:6]=3[CH:5]=[CH:4][N:3]=2)[CH:20]=[CH:19][CH:18]=1. The yield is 0.860.